This data is from Peptide-MHC class I binding affinity with 185,985 pairs from IEDB/IMGT. The task is: Regression. Given a peptide amino acid sequence and an MHC pseudo amino acid sequence, predict their binding affinity value. This is MHC class I binding data. (1) The peptide sequence is RRKAKIIKD. The MHC is Mamu-B03 with pseudo-sequence Mamu-B03. The binding affinity (normalized) is 0.309. (2) The peptide sequence is RRIYDLIEL. The MHC is HLA-A02:02 with pseudo-sequence HLA-A02:02. The binding affinity (normalized) is 0.105.